Task: Predict the product of the given reaction.. Dataset: Forward reaction prediction with 1.9M reactions from USPTO patents (1976-2016) (1) Given the reactants [NH2:1][CH2:2][C@H:3]([C:5]1[O:6][CH:7]=[CH:8][CH:9]=1)[OH:4].C[C:11](C)([O-:13])C.[K+].[CH3:16]N(C=O)C.C(=O)(OC)OC, predict the reaction product. The product is: [O:6]1[CH:7]=[CH:8][CH:9]=[C:5]1[C@@H:3]1[O:4][C:11](=[O:13])[N:1]([CH3:16])[CH2:2]1. (2) Given the reactants CN(C=O)C.C(Cl)(=O)C(Cl)=O.Br[C:13]1[CH:19]=[C:18]([CH3:20])[C:16]([NH2:17])=[C:15]([CH3:21])[CH:14]=1.C([Li])CCC.[CH:27]1([CH:30]=[O:31])[CH2:29][CH2:28]1.O.[OH-].[Li+].C(CN)O.Cl, predict the reaction product. The product is: [NH2:17][C:16]1[C:18]([CH3:20])=[CH:19][C:13]([CH:30]([CH:27]2[CH2:29][CH2:28]2)[OH:31])=[CH:14][C:15]=1[CH3:21]. (3) Given the reactants C(N(CC)CC)C.Br[CH2:9][C:10]([O:12][CH2:13][CH3:14])=[O:11].[SH:15][C:16]1[N:17]([C:21]2[C:30]3[C:25](=[CH:26][CH:27]=[CH:28][CH:29]=3)[C:24]([C:31]#[N:32])=[CH:23][CH:22]=2)[CH:18]=[CH:19][N:20]=1, predict the reaction product. The product is: [C:31]([C:24]1[C:25]2[C:30](=[CH:29][CH:28]=[CH:27][CH:26]=2)[C:21]([N:17]2[CH:18]=[CH:19][N:20]=[C:16]2[S:15][CH2:9][C:10]([O:12][CH2:13][CH3:14])=[O:11])=[CH:22][CH:23]=1)#[N:32]. (4) Given the reactants [H-].[Na+].[C:3]([O:7][C:8](=[O:24])[NH:9][CH2:10][CH2:11][CH2:12][O:13][C:14]1[C:19]2[B:20]([OH:23])[O:21][CH2:22][C:18]=2[CH:17]=[CH:16][CH:15]=1)([CH3:6])([CH3:5])[CH3:4].[CH3:25]I.[NH4+].[Cl-], predict the reaction product. The product is: [C:3]([O:7][C:8](=[O:24])[N:9]([CH2:10][CH2:11][CH2:12][O:13][C:14]1[C:19]2[B:20]([OH:23])[O:21][CH2:22][C:18]=2[CH:17]=[CH:16][CH:15]=1)[CH3:25])([CH3:6])([CH3:4])[CH3:5].